Dataset: Catalyst prediction with 721,799 reactions and 888 catalyst types from USPTO. Task: Predict which catalyst facilitates the given reaction. (1) Reactant: C[O:2][C:3](=[O:28])/[CH:4]=[CH:5]/[C:6]1[CH:7]=[C:8]2[C:24](=[CH:25][CH:26]=1)[O:23][C:11]1([CH2:15][CH2:14][N:13]([CH2:16][C:17]3[CH:22]=[CH:21][CH:20]=[CH:19][CH:18]=3)[CH2:12]1)[CH2:10][C:9]2=[O:27].Cl. Product: [CH2:16]([N:13]1[CH2:14][CH2:15][C:11]2([CH2:10][C:9](=[O:27])[C:8]3[C:24](=[CH:25][CH:26]=[C:6](/[CH:5]=[CH:4]/[C:3]([OH:28])=[O:2])[CH:7]=3)[O:23]2)[CH2:12]1)[C:17]1[CH:18]=[CH:19][CH:20]=[CH:21][CH:22]=1. The catalyst class is: 52. (2) Reactant: [Si]([O:8][C@H:9]1[CH2:33][CH2:32][C@@:31]2([CH3:34])[C:11](=[CH:12][CH:13]=[C:14]3[C@@H:30]2[CH2:29][CH2:28][C@@:27]2([CH3:35])[C@H:15]3[CH2:16][C@H:17]([O:36][Si](C(C)(C)C)(C)C)[C@@H:18]2[C@H:19]([CH3:26])[CH2:20][CH2:21][CH2:22][CH:23]([CH3:25])[CH3:24])[C:10]1([CH3:45])[CH3:44])(C(C)(C)C)(C)C.CC(C[AlH]CC(C)C)C. Product: [CH3:45][C:10]1([CH3:44])[C@@H:9]([OH:8])[CH2:33][CH2:32][C@@:31]2([CH3:34])[C:11]1=[CH:12][CH:13]=[C:14]1[C@@H:30]2[CH2:29][CH2:28][C@@:27]2([CH3:35])[C@H:15]1[CH2:16][C@H:17]([OH:36])[C@@H:18]2[C@H:19]([CH3:26])[CH2:20][CH2:21][CH2:22][CH:23]([CH3:25])[CH3:24]. The catalyst class is: 6. (3) Reactant: CC(C[AlH]CC(C)C)C.[I:10][C:11]1[CH:12]=[C:13]([C:17]2[O:21][N:20]=[C:19]([C:22](OC)=[O:23])[CH:18]=2)[CH:14]=[CH:15][CH:16]=1. Product: [I:10][C:11]1[CH:12]=[C:13]([C:17]2[O:21][N:20]=[C:19]([CH2:22][OH:23])[CH:18]=2)[CH:14]=[CH:15][CH:16]=1. The catalyst class is: 247. (4) Reactant: [C:1]([O:5][C:6]([N:8]1[CH:12]=[CH:11][CH:10]=[C:9]1[C:13]1[CH:22]=[CH:21][C:16]([C:17]([O:19][CH3:20])=[O:18])=[CH:15][N:14]=1)=[O:7])([CH3:4])([CH3:3])[CH3:2].[Br:23]N1C(=O)CCC1=O.O. Product: [Br:23][C:12]1[N:8]([C:6]([O:5][C:1]([CH3:4])([CH3:2])[CH3:3])=[O:7])[C:9]([C:13]2[CH:22]=[CH:21][C:16]([C:17]([O:19][CH3:20])=[O:18])=[CH:15][N:14]=2)=[CH:10][CH:11]=1. The catalyst class is: 7. (5) Reactant: [C:1]([NH:4][CH2:5][CH2:6][O:7][C:8](=[O:28])[C@@H:9]([C:21]1[CH:26]=[CH:25][C:24]([Cl:27])=[CH:23][CH:22]=1)[O:10][C:11]1[CH:16]=[CH:15][CH:14]=[C:13]([C:17]([F:20])([F:19])[F:18])[CH:12]=1)(=[O:3])[CH3:2]. Product: [C:1]([NH:4][CH2:5][CH2:6][O:7][C:8](=[O:28])[CH:9]([C:21]1[CH:26]=[CH:25][C:24]([Cl:27])=[CH:23][CH:22]=1)[O:10][C:11]1[CH:16]=[CH:15][CH:14]=[C:13]([C:17]([F:18])([F:19])[F:20])[CH:12]=1)(=[O:3])[CH3:2]. The catalyst class is: 740. (6) Reactant: C(OC([N:8]1[CH2:13][CH2:12][CH2:11][C@H:10]([C:14]([OH:16])=[O:15])[CH2:9]1)=O)(C)(C)C.[ClH:17]. Product: [ClH:17].[NH:8]1[CH2:13][CH2:12][CH2:11][C@H:10]([C:14]([OH:16])=[O:15])[CH2:9]1. The catalyst class is: 15. (7) Reactant: [Cl:1][C:2]1[CH:3]=[C:4]([CH2:8][CH2:9][NH2:10])[CH:5]=[CH:6][CH:7]=1.[CH3:11][C:12]1[N:13]=[C:14]([CH2:35][CH2:36][CH3:37])[N:15]2[C:20]=1[C:19](N1C=NC=N1)=[N:18][C:17]([C:26]1[CH:31]=[CH:30][CH:29]=[CH:28][C:27]=1[O:32][CH2:33][CH3:34])=[N:16]2. Product: [Cl:1][C:2]1[CH:3]=[C:4]([CH2:8][CH2:9][NH:10][C:19]2[C:20]3=[C:12]([CH3:11])[N:13]=[C:14]([CH2:35][CH2:36][CH3:37])[N:15]3[N:16]=[C:17]([C:26]3[CH:31]=[CH:30][CH:29]=[CH:28][C:27]=3[O:32][CH2:33][CH3:34])[N:18]=2)[CH:5]=[CH:6][CH:7]=1. The catalyst class is: 66.